Dataset: Full USPTO retrosynthesis dataset with 1.9M reactions from patents (1976-2016). Task: Predict the reactants needed to synthesize the given product. Given the product [CH2:1]([O:8][C:9]1[CH:16]=[CH:15][C:12]([CH:13]=[O:14])=[C:11]([O:17][CH3:18])[CH:10]=1)[C:2]1[CH:3]=[CH:4][CH:5]=[CH:6][CH:7]=1, predict the reactants needed to synthesize it. The reactants are: [CH2:1]([O:8][C:9]1[CH:16]=[CH:15][C:12]([CH:13]=[O:14])=[C:11]([OH:17])[CH:10]=1)[C:2]1[CH:7]=[CH:6][CH:5]=[CH:4][CH:3]=1.[C:18](=O)([O-])[O-].[K+].[K+].CI.